This data is from Reaction yield outcomes from USPTO patents with 853,638 reactions. The task is: Predict the reaction yield, written as a fraction of the theoretical maximum amount of product (1.0 means a 100% yield; for example, 0.34 means a 34% yield). (1) The product is [CH:1]1([C:7]2[CH:24]=[CH:23][C:10]([CH2:11][N:12]3[CH2:16][C:15]4([CH2:17][CH2:18][CH2:19][CH2:20][CH2:21]4)[O:14][C:13]3=[O:22])=[CH:9][CH:8]=2)[CH2:6][CH2:5][CH2:4][CH2:3][CH2:2]1. The yield is 1.00. The catalyst is C(O)C.[Pd]. The reactants are [C:1]1([C:7]2[CH:24]=[CH:23][C:10]([CH2:11][N:12]3[CH2:16][C:15]4([CH2:21][CH2:20][CH2:19][CH2:18][CH2:17]4)[O:14][C:13]3=[O:22])=[CH:9][CH:8]=2)[CH2:6][CH2:5][CH2:4][CH2:3][CH:2]=1. (2) The reactants are [CH2:1]([O:8][C:9]([N:11]([CH3:26])[C:12]1[CH:17]=[CH:16][CH:15]=[CH:14][C:13]=1[C:18]([F:25])([F:24])[C:19]([O:21]CC)=[O:20])=[O:10])[C:2]1[CH:7]=[CH:6][CH:5]=[CH:4][CH:3]=1.CO.O1CCCC1.O.[OH-].[Li+]. The catalyst is O. The product is [CH2:1]([O:8][C:9]([N:11]([CH3:26])[C:12]1[CH:17]=[CH:16][CH:15]=[CH:14][C:13]=1[C:18]([F:24])([F:25])[C:19]([OH:21])=[O:20])=[O:10])[C:2]1[CH:3]=[CH:4][CH:5]=[CH:6][CH:7]=1. The yield is 0.970. (3) The reactants are [CH2:1]([O:8][C:9](Cl)=[O:10])[C:2]1[CH:7]=[CH:6][CH:5]=[CH:4][CH:3]=1.[OH:12][CH2:13][CH2:14][N:15]1[CH2:20][CH2:19][NH:18][CH2:17][CH2:16]1.[OH-].[Na+]. The catalyst is C(#N)C.O. The product is [OH:12][CH2:13][CH2:14][N:15]1[CH2:20][CH2:19][N:18]([C:9]([O:8][CH2:1][C:2]2[CH:7]=[CH:6][CH:5]=[CH:4][CH:3]=2)=[O:10])[CH2:17][CH2:16]1. The yield is 0.900.